Dataset: Forward reaction prediction with 1.9M reactions from USPTO patents (1976-2016). Task: Predict the product of the given reaction. (1) The product is: [CH3:10][C:11]1[CH:16]=[CH:15][CH:14]=[CH:13][C:12]=1[O:17][C:2]1[CH:3]=[C:4]([CH:7]=[CH:8][CH:9]=1)[C:5]#[N:6]. Given the reactants F[C:2]1[CH:3]=[C:4]([CH:7]=[CH:8][CH:9]=1)[C:5]#[N:6].[CH3:10][C:11]1[CH:16]=[CH:15][CH:14]=[CH:13][C:12]=1[OH:17].C(=O)([O-])[O-].[Cs+].[Cs+].Cl, predict the reaction product. (2) Given the reactants [CH:1]1([N:6]2[C:15]3[N:14]=[C:13]([NH:16][C:17]4[CH:25]=[CH:24][C:20]([C:21](O)=[O:22])=[CH:19][C:18]=4[O:26][CH3:27])[N:12]=[CH:11][C:10]=3[N:9]([CH3:28])[C:8](=[O:29])[C@H:7]2[CH2:30][CH3:31])[CH2:5][CH2:4][CH2:3][CH2:2]1.CN(C(ON1N=NC2C=CC=CC1=2)=[N+](C)C)C.[B-](F)(F)(F)F.CCN(C(C)C)C(C)C.[NH2:63][CH:64]1[CH2:69][CH2:68][N:67]([C:70]([O:72][C:73]([CH3:76])([CH3:75])[CH3:74])=[O:71])[CH2:66][CH2:65]1, predict the reaction product. The product is: [CH:1]1([N:6]2[C:15]3[N:14]=[C:13]([NH:16][C:17]4[CH:25]=[CH:24][C:20]([C:21]([NH:63][CH:64]5[CH2:65][CH2:66][N:67]([C:70]([O:72][C:73]([CH3:76])([CH3:75])[CH3:74])=[O:71])[CH2:68][CH2:69]5)=[O:22])=[CH:19][C:18]=4[O:26][CH3:27])[N:12]=[CH:11][C:10]=3[N:9]([CH3:28])[C:8](=[O:29])[C@H:7]2[CH2:30][CH3:31])[CH2:5][CH2:4][CH2:3][CH2:2]1.